Dataset: Forward reaction prediction with 1.9M reactions from USPTO patents (1976-2016). Task: Predict the product of the given reaction. (1) Given the reactants [I:1]I.[NH:3]1[C:11]2[C:6](=[CH:7][C:8]([C:12]([O:14][CH3:15])=[O:13])=[CH:9][CH:10]=2)[CH:5]=[CH:4]1.C(=O)([O-])[O-].[K+].[K+].S(=O)(O)[O-].[Na+], predict the reaction product. The product is: [I:1][C:5]1[C:6]2[C:11](=[CH:10][CH:9]=[C:8]([C:12]([O:14][CH3:15])=[O:13])[CH:7]=2)[NH:3][CH:4]=1. (2) Given the reactants [OH:1][C:2]1[CH:11]=[C:10]2[C:5]([C:6]([O:12][C:13]3[C:14]([CH3:23])=[N:15][C:16]4[C:21]([CH:22]=3)=[CH:20][CH:19]=[CH:18][N:17]=4)=[CH:7][CH:8]=[N:9]2)=[CH:4][C:3]=1[O:24][CH3:25].C(=O)([O-])[O-].[K+].[K+].Br[CH2:33][CH2:34][OH:35], predict the reaction product. The product is: [CH3:25][O:24][C:3]1[CH:4]=[C:5]2[C:10](=[CH:11][C:2]=1[O:1][CH2:33][CH2:34][OH:35])[N:9]=[CH:8][CH:7]=[C:6]2[O:12][C:13]1[C:14]([CH3:23])=[N:15][C:16]2[C:21]([CH:22]=1)=[CH:20][CH:19]=[CH:18][N:17]=2.